From a dataset of Reaction yield outcomes from USPTO patents with 853,638 reactions. Predict the reaction yield, written as a fraction of the theoretical maximum amount of product (1.0 means a 100% yield; for example, 0.34 means a 34% yield). (1) The reactants are [CH3:1]C([O-])(C)C.[K+].CI.[NH2:9][C:10]1[CH:15]=[CH:14][C:13]([Br:16])=[CH:12][C:11]=1[C:17]#[C:18][C@H:19]1[CH2:23][CH2:22][CH2:21][N:20]1[C:24]([O:26][C:27]([CH3:30])([CH3:29])[CH3:28])=[O:25]. No catalyst specified. The product is [Br:16][C:13]1[CH:12]=[C:11]2[C:10](=[CH:15][CH:14]=1)[N:9]([CH3:1])[C:18]([C@H:19]1[CH2:23][CH2:22][CH2:21][N:20]1[C:24]([O:26][C:27]([CH3:30])([CH3:29])[CH3:28])=[O:25])=[CH:17]2. The yield is 0.780. (2) The reactants are [CH3:1][N:2]1[C:6]([C:7]([F:10])([F:9])[F:8])=[CH:5][C:4]([NH:11][C:12]([N:14]2[C:22]3[C:17](=[CH:18][C:19]([O:23][C:24]4[CH:29]=[C:28]([CH2:30][NH:31][CH3:32])[N:27]=[CH:26][N:25]=4)=[CH:20][CH:21]=3)[CH:16]=[CH:15]2)=[O:13])=[N:3]1.[OH:33]O.O. The yield is 0.250. The catalyst is C(#N)C.C(Cl)Cl. The product is [CH3:1][N:2]1[C:6]([C:7]([F:8])([F:9])[F:10])=[CH:5][C:4]([NH:11][C:12]([N:14]2[C:22]3[C:17](=[CH:18][C:19]([O:23][C:24]4[N:25]=[CH:26][N:27]=[C:28](/[CH:30]=[N+:31](\[O-:33])/[CH3:32])[CH:29]=4)=[CH:20][CH:21]=3)[CH:16]=[CH:15]2)=[O:13])=[N:3]1. (3) The reactants are Br[C:2]1[C:7](=[O:8])[N:6]([CH2:9][C:10]2[CH:15]=[CH:14][C:13]([C:16]3[C:17]([C:22]#[N:23])=[CH:18][CH:19]=[CH:20][CH:21]=3)=[CH:12][CH:11]=2)[C:5]([CH2:24][CH2:25][CH2:26][CH3:27])=[N:4][C:3]=1[CH:28]1[CH2:30][CH2:29]1.[CH2:31]([O:33][C:34]1[CH:39]=[CH:38][C:37](B(O)O)=[CH:36][CH:35]=1)[CH3:32].C(=O)([O-])[O-].[Cs+].[Cs+]. The catalyst is O1CCOCC1.C(OCC)(=O)C.C1C=CC(P(C2C=CC=CC=2)[C-]2C=CC=C2)=CC=1.C1C=CC(P(C2C=CC=CC=2)[C-]2C=CC=C2)=CC=1.Cl[Pd]Cl.[Fe+2]. The product is [CH2:24]([C:5]1[N:6]([CH2:9][C:10]2[CH:11]=[CH:12][C:13]([C:16]3[C:17]([C:22]#[N:23])=[CH:18][CH:19]=[CH:20][CH:21]=3)=[CH:14][CH:15]=2)[C:7](=[O:8])[C:2]([C:37]2[CH:38]=[CH:39][C:34]([O:33][CH2:31][CH3:32])=[CH:35][CH:36]=2)=[C:3]([CH:28]2[CH2:29][CH2:30]2)[N:4]=1)[CH2:25][CH2:26][CH3:27]. The yield is 0.700. (4) The reactants are [F:1][C:2]1[CH:10]=[CH:9][C:5]([C:6](Cl)=[O:7])=[CH:4][CH:3]=1.[Cl-].[Al+3].[Cl-].[Cl-].[CH3:15][N:16]1[CH:20]=[C:19]([CH3:21])[CH:18]=[C:17]1[CH2:22][C:23]([O:25][CH2:26][CH3:27])=[O:24]. The catalyst is ClCCCl. The product is [CH3:15][N:16]1[C:20]([C:6](=[O:7])[C:5]2[CH:9]=[CH:10][C:2]([F:1])=[CH:3][CH:4]=2)=[C:19]([CH3:21])[CH:18]=[C:17]1[CH2:22][C:23]([O:25][CH2:26][CH3:27])=[O:24]. The yield is 0.250. (5) The reactants are [C:1]([O:5][C:6]([NH:8][C:9]1[CH:10]=[CH:11][C:12]([C:15](=O)[CH2:16][C:17](=O)[C:18]([O:20][CH2:21][CH3:22])=[O:19])=[N:13][CH:14]=1)=[O:7])([CH3:4])([CH3:3])[CH3:2].[NH:25]([C:27]1[CH:32]=[N:31][CH:30]=[CH:29][N:28]=1)[NH2:26]. The catalyst is C(O)C. The product is [C:1]([O:5][C:6]([NH:8][C:9]1[CH:10]=[CH:11][C:12]([C:15]2[N:25]([C:27]3[CH:32]=[N:31][CH:30]=[CH:29][N:28]=3)[N:26]=[C:17]([C:18]([O:20][CH2:21][CH3:22])=[O:19])[CH:16]=2)=[N:13][CH:14]=1)=[O:7])([CH3:4])([CH3:3])[CH3:2]. The yield is 0.470.